Dataset: Catalyst prediction with 721,799 reactions and 888 catalyst types from USPTO. Task: Predict which catalyst facilitates the given reaction. (1) Reactant: [F:1][C:2]1[CH:3]=[CH:4][CH:5]=[C:6]2[C:10]=1[NH:9][C:8](=[O:11])[C:7]2([CH3:13])[CH3:12].[H-].[Na+].[F:16][C:17]1[CH:18]=[C:19]([CH:22]=[CH:23][CH:24]=1)[CH2:20]Br. Product: [F:1][C:2]1[CH:3]=[CH:4][CH:5]=[C:6]2[C:10]=1[N:9]([CH2:20][C:19]1[CH:22]=[CH:23][CH:24]=[C:17]([F:16])[CH:18]=1)[C:8](=[O:11])[C:7]2([CH3:13])[CH3:12]. The catalyst class is: 9. (2) Reactant: [C:1]1([C:7]2[CH:8]=[C:9]([N+:13]([O-])=O)[CH:10]=[CH:11][CH:12]=2)[CH2:6][CH2:5][CH2:4][CH2:3][CH:2]=1. Product: [CH:1]1([C:7]2[CH:8]=[C:9]([CH:10]=[CH:11][CH:12]=2)[NH2:13])[CH2:2][CH2:3][CH2:4][CH2:5][CH2:6]1. The catalyst class is: 29.